From a dataset of Experimentally validated miRNA-target interactions with 360,000+ pairs, plus equal number of negative samples. Binary Classification. Given a miRNA mature sequence and a target amino acid sequence, predict their likelihood of interaction. (1) Result: 0 (no interaction). The miRNA is hsa-miR-6819-5p with sequence UUGGGGUGGAGGGCCAAGGAGC. The protein sequence of the target gene is MRLWSWVLRLGLLSAALGCGLAERPRRVRRDPRAVRPPRPAAGPATCATRAARGRRASPPPPPGGAWEAVRVPRRRQQRAARGAEEPSPPSRALYFSGRGEQLRLRADLELPRDAFTLQVWLRAEGGQKSPAVITGLYDKCSYTSRDRGWVMGIHTTSDQGNRDPRYFFSLKTDRARKVTTIDAHRSYLPGQWVHLAATYDGRLMKLYMNGAQVATSAEQVGGIFSPLTQKCKVLMLGGSALNHNFRGHIEHFSLWKVARTQREIVSDMETRGLHTPLPQLLLQENWDNVKRTWSPMKDG.... (2) The miRNA is hsa-miR-6893-5p with sequence CAGGCAGGUGUAGGGUGGAGC. The protein sequence of the target gene is MGRGPWDAGPSRRLLPLLLLLGLARGAAGAPGPDGLDVCATCHEHATCQQREGKKICICNYGFVGNGRTQCVDKNECQFGATLVCGNHTSCHNTPGGFYCICLEGYRATNNNKTFIPNDGTFCTDIDECEVSGLCRHGGRCVNTHGSFECYCMDGYLPRNGPEPFHPTTDATSCTEIDCGTPPEVPDGYIIGNYTSSLGSQVRYACREGFFSVPEDTVSSCTGLGTWESPKLHCQEINCGNPPEMRHAILVGNHSSRLGGVARYVCQEGFESPGGKITSVCTEKGTWRESTLTCTEILTK.... Result: 1 (interaction).